Dataset: Full USPTO retrosynthesis dataset with 1.9M reactions from patents (1976-2016). Task: Predict the reactants needed to synthesize the given product. (1) Given the product [CH3:24][C:2]1([CH3:1])[NH:25][C:26](=[O:27])[N:4]([C:5]2[CH:6]=[N:7][C:8]([O:11][C:12]3[C:17]4[C:18]5([CH2:21][O:22][C:16]=4[CH:15]=[CH:14][CH:13]=3)[CH2:19][CH2:20]5)=[CH:9][CH:10]=2)[C:3]1=[O:23], predict the reactants needed to synthesize it. The reactants are: [CH3:1][C:2]([NH:25][C:26](=O)[O:27]C(C)(C)C)([CH3:24])[C:3](=[O:23])[NH:4][C:5]1[CH:6]=[N:7][C:8]([O:11][C:12]2[C:17]3[C:18]4([CH2:21][O:22][C:16]=3[CH:15]=[CH:14][CH:13]=2)[CH2:20][CH2:19]4)=[CH:9][CH:10]=1.ClC(Cl)(OC(=O)OC(Cl)(Cl)Cl)Cl. (2) Given the product [CH3:16][C:15]([OH:17])([CH3:18])[CH2:14][NH:13][CH2:9][CH2:8][CH2:7][S:5]([CH2:4][CH2:3][C:2]([F:12])([F:11])[F:1])=[O:6], predict the reactants needed to synthesize it. The reactants are: [F:1][C:2]([F:12])([F:11])[CH2:3][CH2:4][S:5]([CH2:7][CH2:8][CH2:9]Cl)=[O:6].[NH2:13][CH2:14][C:15]([CH3:18])([OH:17])[CH3:16]. (3) Given the product [Cl:1][C:2]1[CH:3]=[C:4]([CH2:10][CH2:11][C:12]2([CH:20]3[CH2:24][CH2:23][CH2:22][CH2:21]3)[O:17][C:16](=[O:18])[C:15]([CH2:31][C:30]3[CH:33]=[CH:34][C:27]([O:26][CH3:25])=[CH:28][CH:29]=3)=[C:14]([OH:19])[CH2:13]2)[CH:5]=[CH:6][C:7]=1[O:8][CH3:9], predict the reactants needed to synthesize it. The reactants are: [Cl:1][C:2]1[CH:3]=[C:4]([CH2:10][CH2:11][C:12]2([CH:20]3[CH2:24][CH2:23][CH2:22][CH2:21]3)[O:17][C:16](=[O:18])[CH2:15][C:14](=[O:19])[CH2:13]2)[CH:5]=[CH:6][C:7]=1[O:8][CH3:9].[CH3:25][O:26][C:27]1[CH:34]=[CH:33][C:30]([CH:31]=O)=[CH:29][CH:28]=1.[Al+3].[Cl-].[Cl-].[Cl-]. (4) Given the product [CH3:1][N:2]1[C:10](=[O:23])[CH2:11][NH:12][C:13](=[O:14])[C:3]21[CH2:5][CH2:4]2, predict the reactants needed to synthesize it. The reactants are: [CH3:1][N:2]([C:10](=[O:23])[CH2:11][NH:12][C:13](OCC1C=CC=CC=1)=[O:14])[C:3]1(C(OC)=O)[CH2:5][CH2:4]1. (5) The reactants are: [Cl:1][C:2]1[CH:7]=[CH:6][C:5]([C@H:8]([C@@H:12]([CH3:17])[C:13]([F:16])([F:15])[F:14])[C:9](Cl)=[O:10])=[CH:4][CH:3]=1.C(N(CC)C(C)C)(C)C.[C:27]([O:31][C:32](=[O:43])[CH2:33][CH2:34][C:35]1[CH:40]=[CH:39][C:38]([Cl:41])=[C:37]([NH2:42])[CH:36]=1)([CH3:30])([CH3:29])[CH3:28].O. Given the product [C:27]([O:31][C:32](=[O:43])[CH2:33][CH2:34][C:35]1[CH:40]=[CH:39][C:38]([Cl:41])=[C:37]([NH:42][C:9](=[O:10])[C@H:8]([C:5]2[CH:6]=[CH:7][C:2]([Cl:1])=[CH:3][CH:4]=2)[C@@H:12]([CH3:17])[C:13]([F:16])([F:15])[F:14])[CH:36]=1)([CH3:30])([CH3:28])[CH3:29], predict the reactants needed to synthesize it. (6) Given the product [CH2:1]([O:5][C:6]1[CH:11]=[C:10]([N:12]([CH2:21][CH3:22])[CH2:13][C:14]([F:19])([F:20])[C:15]([F:16])([F:17])[F:18])[N:9]=[CH:8][N:7]=1)[C:2]#[C:3][CH3:4], predict the reactants needed to synthesize it. The reactants are: [CH2:1]([O:5][C:6]1[CH:11]=[C:10]([NH:12][CH2:13][C:14]([F:20])([F:19])[C:15]([F:18])([F:17])[F:16])[N:9]=[CH:8][N:7]=1)[C:2]#[C:3][CH3:4].[CH2:21](I)[CH3:22].[H-].[Na+]. (7) Given the product [CH3:17][O:16][C:13]1[CH:14]=[CH:15][C:10]([CH2:9][N:1]2[CH:5]=[CH:4][CH:3]=[C:2]2[CH:6]=[O:7])=[CH:11][CH:12]=1, predict the reactants needed to synthesize it. The reactants are: [NH:1]1[CH:5]=[CH:4][CH:3]=[C:2]1[CH:6]=[O:7].Cl[CH2:9][C:10]1[CH:15]=[CH:14][C:13]([O:16][CH3:17])=[CH:12][CH:11]=1.C([O-])([O-])=O.[K+].[K+]. (8) Given the product [Cl:1][C:2]1[CH:7]=[CH:6][CH:5]=[CH:4][C:3]=1[C:8]1([C:11]2[CH:16]=[CH:15][CH:14]=[CH:13][C:12]=2[Cl:17])[O:25][C:23]2[CH:24]=[C:19]([F:18])[C:20]([C:27]([N:29]3[CH2:34][CH2:33][O:32][CH2:31][CH2:30]3)=[O:28])=[CH:21][C:22]=2[O:26]1, predict the reactants needed to synthesize it. The reactants are: [Cl:1][C:2]1[CH:7]=[CH:6][CH:5]=[CH:4][C:3]=1[C:8]([C:11]1[CH:16]=[CH:15][CH:14]=[CH:13][C:12]=1[Cl:17])(Cl)Cl.[F:18][C:19]1[CH:24]=[C:23]([OH:25])[C:22]([OH:26])=[CH:21][C:20]=1[C:27]([N:29]1[CH2:34][CH2:33][O:32][CH2:31][CH2:30]1)=[O:28].